Dataset: Catalyst prediction with 721,799 reactions and 888 catalyst types from USPTO. Task: Predict which catalyst facilitates the given reaction. (1) Reactant: Br[C:2]1[CH:3]=[C:4]([CH:8]2[C:12]3[C:13]([CH3:19])=[CH:14][C:15]([CH3:18])=[C:16]([CH3:17])[C:11]=3[O:10][CH2:9]2)[CH:5]=[CH:6][CH:7]=1.C([Li])CCC.CN([CH:28]=[O:29])C.O. Product: [CH:28]([C:2]1[CH:3]=[C:4]([C:8]2[C:12]3[C:13]([CH3:19])=[CH:14][C:15]([CH3:18])=[C:16]([CH3:17])[C:11]=3[O:10][CH:9]=2)[CH:5]=[CH:6][CH:7]=1)=[O:29]. The catalyst class is: 1. (2) Reactant: [Cl:1][C:2](S(C(C1C=CC=CC=1)(Cl)Cl)=O)(Cl)C1C=CC=CC=1.[Li+].CC([N-]C(C)C)C.[F:29][C:30]([F:43])([O:34][C:35]1[CH:36]=[C:37]([CH:40]=[CH:41][CH:42]=1)[CH:38]=[O:39])[CH:31]([F:33])[F:32].CC[Mg+].[Br-]. Product: [Cl:1][CH2:2][C:38]([C:37]1[CH:40]=[CH:41][CH:42]=[C:35]([O:34][C:30]([F:43])([F:29])[CH:31]([F:32])[F:33])[CH:36]=1)=[O:39]. The catalyst class is: 1. (3) Reactant: [C:1]([C:5]1[N:9]([CH2:10][CH:11]2[CH2:14][CH2:13][CH2:12]2)[C:8]2[CH:15]=[CH:16][C:17]([N:19](C)[C:20](=O)C)=[CH:18][C:7]=2[N:6]=1)([CH3:4])([CH3:3])[CH3:2].[OH-].[Na+]. Product: [C:1]([C:5]1[N:9]([CH2:10][CH:11]2[CH2:14][CH2:13][CH2:12]2)[C:8]2[CH:15]=[CH:16][C:17]([NH:19][CH3:20])=[CH:18][C:7]=2[N:6]=1)([CH3:4])([CH3:2])[CH3:3]. The catalyst class is: 126. (4) Reactant: [NH2:1][C:2]1[N:3]([CH2:24][CH:25]2[CH2:30][CH2:29][CH2:28][CH2:27][CH2:26]2)[C:4](=[O:23])[C:5]2([C:15]3[C:10](=[CH:11][CH:12]=[C:13](Br)[CH:14]=3)[O:9][CH:8]([C:17]3[CH:22]=[CH:21][CH:20]=[CH:19][CH:18]=3)[CH2:7]2)[N:6]=1.[C:31]([C:33]1[CH:34]=[C:35](B(O)O)[CH:36]=[CH:37][CH:38]=1)#[N:32]. The catalyst class is: 806. Product: [NH2:1][C:2]1[N:3]([CH2:24][CH:25]2[CH2:30][CH2:29][CH2:28][CH2:27][CH2:26]2)[C:4](=[O:23])[C:5]2([C:15]3[C:10](=[CH:11][CH:12]=[C:13]([C:37]4[CH:38]=[C:33]([CH:34]=[CH:35][CH:36]=4)[C:31]#[N:32])[CH:14]=3)[O:9][CH:8]([C:17]3[CH:22]=[CH:21][CH:20]=[CH:19][CH:18]=3)[CH2:7]2)[N:6]=1. (5) Reactant: Cl[C:2]1[CH:3]=[CH:4][C:5]2[C:11](=[O:12])[N:10]3[CH2:13][C@H:14]([C:17]([O:19][CH3:20])=[O:18])[CH2:15][CH2:16][C@H:9]3[CH2:8][CH2:7][C:6]=2[N:21]=1.[N-:22]=[N+:23]=[N-:24].[Na+]. Product: [N:22]([C:2]1[CH:3]=[CH:4][C:5]2[C:11](=[O:12])[N:10]3[CH2:13][C@H:14]([C:17]([O:19][CH3:20])=[O:18])[CH2:15][CH2:16][C@H:9]3[CH2:8][CH2:7][C:6]=2[N:21]=1)=[N+:23]=[N-:24]. The catalyst class is: 16. (6) Reactant: [C:1]([O:5][C:6]([N:8]([CH2:23][CH2:24][CH2:25][CH3:26])[CH2:9][C@H:10]([NH:12]C(=O)OCC1C=CC=CC=1)[CH3:11])=[O:7])([CH3:4])([CH3:3])[CH3:2].[H][H]. Product: [NH2:12][C@H:10]([CH3:11])[CH2:9][N:8]([CH2:23][CH2:24][CH2:25][CH3:26])[C:6](=[O:7])[O:5][C:1]([CH3:2])([CH3:3])[CH3:4]. The catalyst class is: 129. (7) Reactant: [NH2:1][C:2]1[CH:7]=[CH:6][C:5]([C:8]2[CH:13]=[CH:12][C:11]([C:14](=[O:30])[CH2:15][CH:16]([CH2:22][CH2:23][C:24]3[CH:29]=[CH:28][CH:27]=[CH:26][CH:25]=3)[C:17]([O:19]CC)=[O:18])=[CH:10][CH:9]=2)=[CH:4][CH:3]=1.Cl[C:32]1[O:33][C:34]2[CH:40]=[CH:39][CH:38]=[CH:37][C:35]=2[N:36]=1.[OH-].[Na+]. Product: [O:33]1[C:34]2[CH:40]=[CH:39][CH:38]=[CH:37][C:35]=2[N:36]=[C:32]1[NH:1][C:2]1[CH:7]=[CH:6][C:5]([C:8]2[CH:9]=[CH:10][C:11]([C:14](=[O:30])[CH2:15][CH:16]([CH2:22][CH2:23][C:24]3[CH:25]=[CH:26][CH:27]=[CH:28][CH:29]=3)[C:17]([OH:19])=[O:18])=[CH:12][CH:13]=2)=[CH:4][CH:3]=1. The catalyst class is: 11. (8) Reactant: [CH2:1]([O:7][C:8]1[CH:28]=[CH:27][C:11]([C:12]([C:14]2[CH:19]=[CH:18][C:17]([O:20][CH2:21][CH2:22][CH:23]=[CH:24][CH:25]=[CH2:26])=[CH:16][CH:15]=2)=[O:13])=[CH:10][CH:9]=1)[CH2:2][CH:3]=[CH:4][CH:5]=[CH2:6].[C:29]1([Mg]Br)[CH:34]=[CH:33][CH:32]=[CH:31][CH:30]=1. Product: [CH2:1]([O:7][C:8]1[CH:28]=[CH:27][C:11]([C:12]([OH:13])([C:29]2[CH:34]=[CH:33][CH:32]=[CH:31][CH:30]=2)[C:14]2[CH:15]=[CH:16][C:17]([O:20][CH2:21][CH2:22][CH:23]=[CH:24][CH:25]=[CH2:26])=[CH:18][CH:19]=2)=[CH:10][CH:9]=1)[CH2:2][CH:3]=[CH:4][CH:5]=[CH2:6]. The catalyst class is: 1.